Dataset: Full USPTO retrosynthesis dataset with 1.9M reactions from patents (1976-2016). Task: Predict the reactants needed to synthesize the given product. (1) Given the product [I:1][C:2]1[C:10]2[C:5](=[N:6][CH:7]=[C:8]([C:11]3[CH:16]=[C:15]([O:17][CH3:18])[C:14]([O:19][CH3:20])=[C:13]([O:21][CH3:22])[CH:12]=3)[N:9]=2)[N:4]([S:32]([C:29]2[CH:30]=[CH:31][C:26]([CH3:25])=[CH:27][CH:28]=2)(=[O:34])=[O:33])[CH:3]=1, predict the reactants needed to synthesize it. The reactants are: [I:1][C:2]1[C:10]2[C:5](=[N:6][CH:7]=[C:8]([C:11]3[CH:16]=[C:15]([O:17][CH3:18])[C:14]([O:19][CH3:20])=[C:13]([O:21][CH3:22])[CH:12]=3)[N:9]=2)[NH:4][CH:3]=1.[H-].[Na+].[CH3:25][C:26]1[CH:31]=[CH:30][C:29]([S:32](Cl)(=[O:34])=[O:33])=[CH:28][CH:27]=1. (2) Given the product [Cl:28][C:29]1[CH:37]=[C:36]([Cl:17])[CH:35]=[CH:34][C:30]=1[C:31]([Cl:33])=[O:32], predict the reactants needed to synthesize it. The reactants are: CC(NC(=O)C1C=CC=C(C(F)(F)F)C=1[Cl:17])C#C.N1N2C=CC=NC2=NN=1.[Cl:28][C:29]1[CH:37]=[C:36](F)[CH:35]=[CH:34][C:30]=1[C:31]([Cl:33])=[O:32].C(Br)C=C.C([O-])([O-])=O.[Cs+].[Cs+]. (3) The reactants are: [CH3:1][S:2][C:3]1[CH:8]=[CH:7][C:6]([NH2:9])=[CH:5][C:4]=1[C:10]([F:13])([F:12])[F:11].C(OC([N:21]1[CH2:26][CH2:25][C:24](=O)[CH2:23][CH2:22]1)=O)(C)(C)C.C(O[BH-](OC(=O)C)OC(=O)C)(=O)C.[Na+].[Cl:42]CCl. Given the product [ClH:42].[CH3:1][S:2][C:3]1[CH:8]=[CH:7][C:6]([NH:9][CH:24]2[CH2:25][CH2:26][NH:21][CH2:22][CH2:23]2)=[CH:5][C:4]=1[C:10]([F:11])([F:12])[F:13].[ClH:42], predict the reactants needed to synthesize it.